From a dataset of Full USPTO retrosynthesis dataset with 1.9M reactions from patents (1976-2016). Predict the reactants needed to synthesize the given product. (1) Given the product [CH3:1][C:2]1([CH3:21])[C:10]2[C:5](=[CH:6][C:7]([NH2:11])=[CH:8][CH:9]=2)[N:4]([CH:14]2[CH2:19][CH2:18][N:17]([CH3:20])[CH2:16][CH2:15]2)[CH2:3]1, predict the reactants needed to synthesize it. The reactants are: [CH3:1][C:2]1([CH3:21])[C:10]2[C:5](=[CH:6][C:7]([N+:11]([O-])=O)=[CH:8][CH:9]=2)[N:4]([CH:14]2[CH2:19][CH2:18][N:17]([CH3:20])[CH2:16][CH2:15]2)[CH2:3]1. (2) Given the product [Cl:37][C:34]1[CH:35]=[CH:36][C:31]([N:21]2[C:20]([CH:13]([CH:14]3[CH2:19][CH2:18][CH2:17][CH2:16][CH2:15]3)[CH2:12][O:11][C:7]3[C:6]([CH3:38])=[CH:5][C:4]([C:3]([OH:39])=[O:2])=[CH:9][C:8]=3[CH3:10])=[C:28]3[C:23]([CH:24]=[C:25]([F:30])[C:26]([F:29])=[CH:27]3)=[N:22]2)=[CH:32][CH:33]=1, predict the reactants needed to synthesize it. The reactants are: C[O:2][C:3](=[O:39])[C:4]1[CH:9]=[C:8]([CH3:10])[C:7]([O:11][CH2:12][CH:13]([C:20]2[N:21]([C:31]3[CH:36]=[CH:35][C:34]([Cl:37])=[CH:33][CH:32]=3)[N:22]=[C:23]3[C:28]=2[CH:27]=[C:26]([F:29])[C:25]([F:30])=[CH:24]3)[CH:14]2[CH2:19][CH2:18][CH2:17][CH2:16][CH2:15]2)=[C:6]([CH3:38])[CH:5]=1.[OH-].[Li+].